This data is from Full USPTO retrosynthesis dataset with 1.9M reactions from patents (1976-2016). The task is: Predict the reactants needed to synthesize the given product. (1) Given the product [Cl:8][C:7]1[C:2]([CH3:1])=[C:3]([C:4]([OH:20])=[C:5]([CH2:10][CH2:11][CH:12]([CH3:13])[CH2:14][CH2:15][CH2:16][CH:17]([CH3:19])[CH3:18])[C:6]=1[OH:9])[CH:21]=[O:22], predict the reactants needed to synthesize it. The reactants are: [CH3:1][C:2]1[C:7]([Cl:8])=[C:6]([OH:9])[C:5]([CH2:10]/[CH:11]=[C:12](/[CH2:14][CH2:15][CH:16]=[C:17]([CH3:19])[CH3:18])\[CH3:13])=[C:4]([OH:20])[C:3]=1[CH:21]=[O:22].[H][H]. (2) Given the product [CH3:16][O:17][C:18](=[O:30])[C:19]1[CH:24]=[C:23]([CH2:25][CH2:6][N:1]2[CH2:5][CH2:4][CH2:3][CH2:2]2)[CH:22]=[CH:21][C:20]=1[N+:27]([O-:29])=[O:28], predict the reactants needed to synthesize it. The reactants are: [N:1]1([CH2:6]N2C3C=CC=CC=3N=C2)[CH2:5][CH2:4][CH2:3][CH2:2]1.[CH3:16][O:17][C:18](=[O:30])[C:19]1[CH:24]=[C:23]([CH2:25]Br)[CH:22]=[CH:21][C:20]=1[N+:27]([O-:29])=[O:28]. (3) The reactants are: CC(OI1(OC(C)=O)(OC(C)=O)OC(=O)C2C=CC=CC1=2)=O.[C:23]([C:27]1[CH:32]=[CH:31][C:30]([C:33]#[C:34][CH:35]([OH:48])[C:36]#[C:37][C:38]2[CH:43]=[CH:42][C:41]([C:44]([CH3:47])([CH3:46])[CH3:45])=[CH:40][CH:39]=2)=[CH:29][CH:28]=1)([CH3:26])([CH3:25])[CH3:24].[OH-].[Na+]. Given the product [C:44]([C:41]1[CH:42]=[CH:43][C:38]([C:37]#[C:36][C:35](=[O:48])[C:34]#[C:33][C:30]2[CH:29]=[CH:28][C:27]([C:23]([CH3:26])([CH3:25])[CH3:24])=[CH:32][CH:31]=2)=[CH:39][CH:40]=1)([CH3:47])([CH3:46])[CH3:45], predict the reactants needed to synthesize it. (4) Given the product [Br:1][C:2]1[CH:3]=[C:4]2[C:9](=[CH:10][CH:11]=1)[O:8][C:7]([CH2:13][CH2:14][O:15][CH2:26][O:27][CH3:28])([CH3:12])[CH2:6][C:5]2=[O:16], predict the reactants needed to synthesize it. The reactants are: [Br:1][C:2]1[CH:3]=[C:4]2[C:9](=[CH:10][CH:11]=1)[O:8][C:7]([CH2:13][CH2:14][OH:15])([CH3:12])[CH2:6][C:5]2=[O:16].CCN(C(C)C)C(C)C.[CH2:26](Cl)[O:27][CH3:28]. (5) Given the product [Cl:1][C:2]1[CH:3]=[C:4]([N:10]2[C:14]([CH3:15])=[C:13]([O:16][C:17]3[CH:25]=[CH:24][C:20]([C:21]([NH:30][CH:27]([CH3:29])[CH3:28])=[O:22])=[CH:19][CH:18]=3)[C:12]([CH3:26])=[N:11]2)[CH:5]=[CH:6][C:7]=1[C:8]#[N:9], predict the reactants needed to synthesize it. The reactants are: [Cl:1][C:2]1[CH:3]=[C:4]([N:10]2[C:14]([CH3:15])=[C:13]([O:16][C:17]3[CH:25]=[CH:24][C:20]([C:21](O)=[O:22])=[CH:19][CH:18]=3)[C:12]([CH3:26])=[N:11]2)[CH:5]=[CH:6][C:7]=1[C:8]#[N:9].[CH:27]([NH2:30])([CH3:29])[CH3:28]. (6) Given the product [CH2:28]([O:27][C:25]([C:2]1[CH:3]=[CH:4][C:5]2[N:6]([CH:8]=[C:9]([C:11]([NH:13][C:14]3[CH:19]=[CH:18][CH:17]=[CH:16][CH:15]=3)=[O:12])[N:10]=2)[CH:7]=1)=[CH2:26])[CH3:29], predict the reactants needed to synthesize it. The reactants are: I[C:2]1[CH:3]=[CH:4][C:5]2[N:6]([CH:8]=[C:9]([C:11]([NH:13][C:14]3[CH:19]=[CH:18][CH:17]=[CH:16][CH:15]=3)=[O:12])[N:10]=2)[CH:7]=1.C([Sn](CCCC)(CCCC)[C:25]([O:27][CH2:28][CH3:29])=[CH2:26])CCC. (7) Given the product [C:33]([C:30]1[CH:29]=[CH:28][C:27]([CH2:26][CH:2]([NH:1][C:49](=[O:48])[CH2:51][CH2:52][CH2:53][CH2:54][CH:55]2[CH:56]3[NH:63][C:61](=[O:62])[NH:60][CH:57]3[CH2:58][S:59]2)[C:3](=[O:4])[NH:5][CH2:6][C:7]2[CH:12]=[CH:11][CH:10]=[C:9]([CH:13]([C:20]3[CH:25]=[CH:24][CH:23]=[CH:22][N:21]=3)[CH2:14][C:15]3[NH:16][CH2:17][CH2:18][N:19]=3)[CH:8]=2)=[CH:32][CH:31]=1)(=[O:40])[C:34]1[CH:39]=[CH:38][CH:37]=[CH:36][CH:35]=1, predict the reactants needed to synthesize it. The reactants are: [NH2:1][CH:2]([CH2:26][C:27]1[CH:32]=[CH:31][C:30]([C:33](=[O:40])[C:34]2[CH:39]=[CH:38][CH:37]=[CH:36][CH:35]=2)=[CH:29][CH:28]=1)[C:3]([NH:5][CH2:6][C:7]1[CH:12]=[CH:11][CH:10]=[C:9]([CH:13]([C:20]2[CH:25]=[CH:24][CH:23]=[CH:22][N:21]=2)[CH2:14][C:15]2[NH:16][CH2:17][CH2:18][N:19]=2)[CH:8]=1)=[O:4].C1C(=O)N([O:48][C:49]([CH2:51][CH2:52][CH2:53][CH2:54][C@@H:55]2[S:59][CH2:58][C@@H:57]3[NH:60][C:61]([NH:63][C@H:56]23)=[O:62])=O)C(=O)C1.P([O-])([O-])([O-])=O. (8) Given the product [NH2:21][C:19]([C:4]1[C:5]2[N:9]=[C:8]([C:10]3[CH:15]=[CH:14][C:13]([CH2:16][N:32]4[CH2:33][CH2:34][CH:30]([NH:29][C:27](=[O:28])[O:26][C:22]([CH3:24])([CH3:23])[CH3:25])[CH2:31]4)=[CH:12][CH:11]=3)[NH:7][C:6]=2[CH:18]=[CH:2][CH:3]=1)=[O:20], predict the reactants needed to synthesize it. The reactants are: F[C:2]1[CH:3]=[C:4]([C:19]([NH2:21])=[O:20])[C:5]2[N:9]=[C:8]([C:10]3[CH:15]=[CH:14][C:13]([CH:16]=O)=[CH:12][CH:11]=3)[NH:7][C:6]=2[CH:18]=1.[C:22]([O:26][C:27]([NH:29][CH:30]1[CH2:34][CH2:33][NH:32][CH2:31]1)=[O:28])([CH3:25])([CH3:24])[CH3:23].C([BH3-])#N.[Na+]. (9) Given the product [Cl:8][C:7]1[CH:6]=[CH:5][C:4]([OH:9])=[CH:3][C:2]=1[NH:1][C:16]([C:15]1[N:11]([CH3:10])[N:12]=[C:13]([CH3:19])[CH:14]=1)=[O:17], predict the reactants needed to synthesize it. The reactants are: [NH2:1][C:2]1[CH:3]=[C:4]([OH:9])[CH:5]=[CH:6][C:7]=1[Cl:8].[CH3:10][N:11]1[C:15]([C:16](Cl)=[O:17])=[CH:14][C:13]([CH3:19])=[N:12]1. (10) Given the product [CH2:8]([O:10][C:11](=[O:32])[N:12]([C:21]1[CH:26]=[C:25]([C:5]2[O:6][CH:7]=[C:3]([CH2:1][CH3:2])[N:4]=2)[N:24]=[C:23]([NH2:28])[C:22]=1[N+:29]([O-:31])=[O:30])[CH2:13][C:14]1[CH:15]=[N:16][C:17]([CH3:20])=[CH:18][CH:19]=1)[CH3:9], predict the reactants needed to synthesize it. The reactants are: [CH2:1]([C:3]1[N:4]=[CH:5][O:6][CH:7]=1)[CH3:2].[CH2:8]([O:10][C:11](=[O:32])[N:12]([C:21]1[CH:26]=[C:25](Br)[N:24]=[C:23]([NH2:28])[C:22]=1[N+:29]([O-:31])=[O:30])[CH2:13][C:14]1[CH:15]=[N:16][C:17]([CH3:20])=[CH:18][CH:19]=1)[CH3:9].